This data is from Reaction yield outcomes from USPTO patents with 853,638 reactions. The task is: Predict the reaction yield, written as a fraction of the theoretical maximum amount of product (1.0 means a 100% yield; for example, 0.34 means a 34% yield). (1) The reactants are [Cl:1][C:2]1[C:3]([C:14]2[N:18]([CH3:19])[C:17]3[CH:20]=[CH:21][CH:22]=[CH:23][C:16]=3[N:15]=2)=[CH:4][C:5]([N:8]2[CH2:13][CH2:12][NH:11][CH2:10][CH2:9]2)=[N:6][CH:7]=1.CCN(C(C)C)C(C)C.[CH3:33][S:34](Cl)(=[O:36])=[O:35]. The catalyst is C(Cl)Cl. The product is [Cl:1][C:2]1[C:3]([C:14]2[N:18]([CH3:19])[C:17]3[CH:20]=[CH:21][CH:22]=[CH:23][C:16]=3[N:15]=2)=[CH:4][C:5]([N:8]2[CH2:9][CH2:10][N:11]([S:34]([CH3:33])(=[O:36])=[O:35])[CH2:12][CH2:13]2)=[N:6][CH:7]=1. The yield is 0.690. (2) The reactants are [Cl-].O[NH3+:3].[C:4](=[O:7])([O-])[OH:5].[Na+].CS(C)=O.[CH2:13]([C:17]1[N:18]=[C:19]([CH3:46])[N:20]([C:39]2[CH:44]=[CH:43][CH:42]=[C:41]([CH3:45])[CH:40]=2)[C:21](=[O:38])[C:22]=1[CH2:23][C:24]1[CH:29]=[CH:28][C:27]([C:30]2[C:31]([C:36]#[N:37])=[CH:32][CH:33]=[CH:34][CH:35]=2)=[CH:26][CH:25]=1)[CH2:14][CH2:15][CH3:16]. The catalyst is O.C(OCC)(=O)C. The product is [CH2:13]([C:17]1[N:18]=[C:19]([CH3:46])[N:20]([C:39]2[CH:44]=[CH:43][CH:42]=[C:41]([CH3:45])[CH:40]=2)[C:21](=[O:38])[C:22]=1[CH2:23][C:24]1[CH:25]=[CH:26][C:27]([C:30]2[CH:35]=[CH:34][CH:33]=[CH:32][C:31]=2[C:36]2[NH:3][C:4](=[O:7])[O:5][N:37]=2)=[CH:28][CH:29]=1)[CH2:14][CH2:15][CH3:16]. The yield is 0.600. (3) The reactants are Br[C:2]1[N:3]=[C:4]([C:15]2[N:19]([CH2:20][O:21][CH2:22][CH2:23][Si:24]([CH3:27])([CH3:26])[CH3:25])[N:18]=[CH:17][CH:16]=2)[N:5]([C:7]2[CH:12]=[CH:11][C:10]([Cl:13])=[CH:9][C:8]=2[Cl:14])[CH:6]=1.C(=O)([O-])[O-].[Cs+].[Cs+].[CH3:34][C:35]1[C:36](B2OC(C)(C)C(C)(C)O2)=[CH:37][C:38]([NH:41][C:42](=[O:44])[CH3:43])=[N:39][CH:40]=1. The catalyst is O1CCOCC1.O.C1C=CC([P]([Pd]([P](C2C=CC=CC=2)(C2C=CC=CC=2)C2C=CC=CC=2)([P](C2C=CC=CC=2)(C2C=CC=CC=2)C2C=CC=CC=2)[P](C2C=CC=CC=2)(C2C=CC=CC=2)C2C=CC=CC=2)(C2C=CC=CC=2)C2C=CC=CC=2)=CC=1. The product is [Cl:14][C:8]1[CH:9]=[C:10]([Cl:13])[CH:11]=[CH:12][C:7]=1[N:5]1[CH:6]=[C:2]([C:36]2[C:35]([CH3:34])=[CH:40][N:39]=[C:38]([NH:41][C:42](=[O:44])[CH3:43])[CH:37]=2)[N:3]=[C:4]1[C:15]1[N:19]([CH2:20][O:21][CH2:22][CH2:23][Si:24]([CH3:27])([CH3:26])[CH3:25])[N:18]=[CH:17][CH:16]=1. The yield is 0.190. (4) The reactants are [Si:1]([O:8][CH2:9][CH2:10][CH2:11][N:12]1[C:17](=[O:18])[C:16]2[C:19]([CH:24]([C:26]3[CH:31]=[CH:30][C:29]([Cl:32])=[CH:28][CH:27]=3)[OH:25])=[C:20](Cl)[N:21]=[CH:22][C:15]=2[N:14]([CH3:33])[C:13]1=[O:34])([C:4]([CH3:7])([CH3:6])[CH3:5])([CH3:3])[CH3:2].[Cl:35][C:36]1[CH:41]=[CH:40][C:39](B(O)O)=[CH:38][CH:37]=1.C([O-])(O)=O.[Na+].[O-]P([O-])([O-])=O.[K+].[K+].[K+]. The catalyst is O1CCOCC1.O.C1C=CC(P(C2C=CC=CC=2)[C-]2C=CC=C2)=CC=1.C1C=CC(P(C2C=CC=CC=2)[C-]2C=CC=C2)=CC=1.Cl[Pd]Cl.[Fe+2]. The product is [Si:1]([O:8][CH2:9][CH2:10][CH2:11][N:12]1[C:17](=[O:18])[C:16]2[C:19]([CH:24]([C:26]3[CH:31]=[CH:30][C:29]([Cl:32])=[CH:28][CH:27]=3)[OH:25])=[C:20]([C:39]3[CH:40]=[CH:41][C:36]([Cl:35])=[CH:37][CH:38]=3)[N:21]=[CH:22][C:15]=2[N:14]([CH3:33])[C:13]1=[O:34])([C:4]([CH3:6])([CH3:5])[CH3:7])([CH3:2])[CH3:3]. The yield is 0.200. (5) The reactants are C([N:8]1[CH2:12][CH2:11][CH:10]([N:13]2[CH:21]=[C:16]3[NH:17][CH2:18][C:19](=[O:20])[N:15]3[CH2:14]2)[CH2:9]1)C1C=CC=CC=1.C([O-])=O.[NH4+]. The catalyst is CO.[C].[Pd]. The product is [NH:8]1[CH2:12][CH2:11][CH:10]([N:13]2[CH:21]=[C:16]3[NH:17][CH2:18][C:19](=[O:20])[N:15]3[CH2:14]2)[CH2:9]1. The yield is 0.780. (6) The reactants are [Cl:1][C:2]1[C:9]([O:10][CH3:11])=[CH:8][CH:7]=[CH:6][C:3]=1[CH:4]=O.[CH3:12][S:13][CH2:14][S:15]([CH3:17])=[O:16]. The catalyst is C1COCC1. The product is [Cl:1][C:2]1[C:3]([CH:4]=[C:14]([S:13][CH3:12])[S:15]([CH3:17])=[O:16])=[CH:6][CH:7]=[CH:8][C:9]=1[O:10][CH3:11]. The yield is 0.480.